Dataset: Reaction yield outcomes from USPTO patents with 853,638 reactions. Task: Predict the reaction yield, written as a fraction of the theoretical maximum amount of product (1.0 means a 100% yield; for example, 0.34 means a 34% yield). (1) The reactants are [C:1]([C:4]1[S:5][C:6](Br)=[CH:7][CH:8]=1)(=O)C.[Br:10][C:11]1[S:15][C:14]([C:16]([CH2:18][C:19]#[N:20])=[O:17])=[CH:13][CH:12]=1.C1(=O)CCCC1.N1CCOCC1.[S]. No catalyst specified. The product is [NH2:20][C:19]1[S:5][C:6]2[CH2:1][CH2:4][CH2:8][C:7]=2[C:18]=1[C:16]([C:14]1[S:15][C:11]([Br:10])=[CH:12][CH:13]=1)=[O:17]. The yield is 0.730. (2) The reactants are [Cl:1][C:2]1[S:6][C:5]([S:7]([N:10](COCC[Si](C)(C)C)[C:11]2[C:19]3[C:14](=[CH:15][CH:16]=[CH:17][C:18]=3[O:20][CH3:21])[N:13]([CH2:22][C:23]3[CH:24]=[C:25]([CH:30]=[CH:31][CH:32]=3)[C:26]([O:28]C)=O)[N:12]=2)(=[O:9])=[O:8])=[CH:4][CH:3]=1.[NH:41]1CCCN2CCCN=[C:42]12.CN.CCCC[N+](CCCC)(CCCC)CCCC.[F-]. The catalyst is C1COCC1.C(Cl)Cl.O. The product is [Cl:1][C:2]1[S:6][C:5]([S:7]([NH:10][C:11]2[C:19]3[C:14](=[CH:15][CH:16]=[CH:17][C:18]=3[O:20][CH3:21])[N:13]([CH2:22][C:23]3[CH:24]=[C:25]([CH:30]=[CH:31][CH:32]=3)[C:26]([NH:41][CH3:42])=[O:28])[N:12]=2)(=[O:8])=[O:9])=[CH:4][CH:3]=1. The yield is 0.750. (3) The reactants are [C:1]([C:3]1[CH:11]=[CH:10][CH:9]=[C:8]2[C:4]=1[CH2:5][N:6]([CH:13]([CH2:21][CH2:22][C:23](=[O:25])[NH2:24])[C:14]([O:16]C(C)(C)C)=[O:15])[C:7]2=[O:12])#[N:2].FC(F)(F)C(O)=O. No catalyst specified. The product is [C:1]([C:3]1[CH:11]=[CH:10][CH:9]=[C:8]2[C:4]=1[CH2:5][N:6]([CH:13]([CH2:21][CH2:22][C:23](=[O:25])[NH2:24])[C:14]([OH:16])=[O:15])[C:7]2=[O:12])#[N:2]. The yield is 0.890.